This data is from Forward reaction prediction with 1.9M reactions from USPTO patents (1976-2016). The task is: Predict the product of the given reaction. (1) Given the reactants [CH3:1][O:2][C:3]1[CH:4]=[C:5](/[C:11](=[CH:14]/[C:15]2[CH:20]=[CH:19][C:18]([OH:21])=[CH:17][CH:16]=2)/[C:12]#[N:13])[CH:6]=[CH:7][C:8]=1[O:9][CH3:10].[Cl-].[CH3:23][O:24][C:25](=[O:31])[CH2:26][CH2:27][C:28](O)=[O:29], predict the reaction product. The product is: [C:28]([O:21][C:18]1[CH:17]=[CH:16][C:15](/[CH:14]=[C:11](\[C:12]#[N:13])/[C:5]2[CH:6]=[CH:7][C:8]([O:9][CH3:10])=[C:3]([O:2][CH3:1])[CH:4]=2)=[CH:20][CH:19]=1)(=[O:29])[CH2:27][CH2:26][C:25]([O:24][CH3:23])=[O:31]. (2) Given the reactants C[O:2][C:3](=[O:29])[CH:4]([C:15]1[CH:20]=[CH:19][C:18]([O:21][CH2:22][CH:23]=[CH2:24])=[C:17]([O:25][CH2:26][CH:27]=[CH2:28])[CH:16]=1)[NH:5][C:6]1[CH:11]=[CH:10][C:9]([C:12](=[NH:14])[NH2:13])=[CH:8][CH:7]=1.[OH-].[Na+].[ClH:32].C(OCC)C, predict the reaction product. The product is: [ClH:32].[CH2:26]([O:25][C:17]1[CH:16]=[C:15]([CH:4]([NH:5][C:6]2[CH:11]=[CH:10][C:9]([C:12](=[NH:13])[NH2:14])=[CH:8][CH:7]=2)[C:3]([OH:29])=[O:2])[CH:20]=[CH:19][C:18]=1[O:21][CH2:22][CH:23]=[CH2:24])[CH:27]=[CH2:28].